From a dataset of Full USPTO retrosynthesis dataset with 1.9M reactions from patents (1976-2016). Predict the reactants needed to synthesize the given product. (1) Given the product [CH2:16]([NH:20][C:21]([C:23]1[C:31]2[C:26](=[CH:27][C:28]([O:32][C:2]3[CH:7]=[CH:6][N:5]=[C:4]4[CH:8]=[C:9]([C:11]5[S:12][CH:13]=[CH:14][N:15]=5)[S:10][C:3]=34)=[CH:29][CH:30]=2)[N:25]([CH3:33])[C:24]=1[CH3:34])=[O:22])[CH2:17][CH2:18][CH3:19], predict the reactants needed to synthesize it. The reactants are: Cl[C:2]1[CH:7]=[CH:6][N:5]=[C:4]2[CH:8]=[C:9]([C:11]3[S:12][CH:13]=[CH:14][N:15]=3)[S:10][C:3]=12.[CH2:16]([NH:20][C:21]([C:23]1[C:31]2[C:26](=[CH:27][C:28]([OH:32])=[CH:29][CH:30]=2)[N:25]([CH3:33])[C:24]=1[CH3:34])=[O:22])[CH2:17][CH2:18][CH3:19].C([O-])([O-])=O.[Cs+].[Cs+]. (2) Given the product [CH2:1]([O:3][C:4](=[O:27])[CH2:5][N:6]1[C:11]([Cl:12])=[CH:10][N:9]=[C:8]([NH:13][C@H:14]([CH2:22][NH2:23])[CH2:15][C:16]2[CH:21]=[CH:20][CH:19]=[CH:18][CH:17]=2)[C:7]1=[O:26])[CH3:2], predict the reactants needed to synthesize it. The reactants are: [CH2:1]([O:3][C:4](=[O:27])[CH2:5][N:6]1[C:11]([Cl:12])=[CH:10][N:9]=[C:8]([NH:13][C@H:14]([CH2:22][N:23]=[N+]=[N-])[CH2:15][C:16]2[CH:21]=[CH:20][CH:19]=[CH:18][CH:17]=2)[C:7]1=[O:26])[CH3:2].Cl[Sn]Cl. (3) Given the product [CH3:21][C:22]1[C:23]([CH2:29][N:11]([CH:12]([C:14]2[CH:19]=[CH:18][CH:17]=[CH:16][N:15]=2)[CH3:13])[CH2:10][CH2:9][CH2:8][NH2:7])=[N:24][CH:25]=[C:26]([CH3:28])[CH:27]=1, predict the reactants needed to synthesize it. The reactants are: C(OC(=O)[NH:7][CH2:8][CH2:9][CH2:10][NH:11][CH:12]([C:14]1[CH:19]=[CH:18][CH:17]=[CH:16][N:15]=1)[CH3:13])(C)(C)C.[CH3:21][C:22]1[C:23]([CH:29]=O)=[N:24][CH:25]=[C:26]([CH3:28])[CH:27]=1.[BH-](OC(C)=O)(OC(C)=O)OC(C)=O.[Na+].